Dataset: Catalyst prediction with 721,799 reactions and 888 catalyst types from USPTO. Task: Predict which catalyst facilitates the given reaction. (1) Reactant: [NH2:1][C:2]1[CH:10]=[C:9]([N+:11]([O-:13])=[O:12])[CH:8]=[CH:7][C:3]=1[C:4]([OH:6])=O.N1[CH:18]=[CH:17]N=C1.C(Cl)(=O)C.Cl.[NH2:24][CH:25]1[CH2:30][CH2:29][C:28](=[O:31])[NH:27][C:26]1=[O:32].P(OC1C=CC=CC=1)(OC1C=CC=CC=1)OC1C=CC=CC=1. Product: [CH3:17][C:18]1[N:24]([CH:25]2[CH2:30][CH2:29][C:28](=[O:31])[NH:27][C:26]2=[O:32])[C:4](=[O:6])[C:3]2[C:2](=[CH:10][C:9]([N+:11]([O-:13])=[O:12])=[CH:8][CH:7]=2)[N:1]=1. The catalyst class is: 47. (2) Reactant: [C:1]([Si:5]([CH3:30])([CH3:29])[O:6][C:7]1[CH:12]=[CH:11][C:10]([C:13]2[C:17]([C:18]3[CH:23]=[CH:22][CH:21]=[CH:20][CH:19]=3)=[C:16]([C:24]3([CH:27]=[O:28])[CH2:26][CH2:25]3)[O:15][N:14]=2)=[CH:9][CH:8]=1)([CH3:4])([CH3:3])[CH3:2].[CH2:31]([Mg]Br)[CH3:32].[Cl-].[NH4+]. Product: [C:1]([Si:5]([CH3:30])([CH3:29])[O:6][C:7]1[CH:8]=[CH:9][C:10]([C:13]2[C:17]([C:18]3[CH:23]=[CH:22][CH:21]=[CH:20][CH:19]=3)=[C:16]([C:24]3([CH:27]([OH:28])[CH2:31][CH3:32])[CH2:26][CH2:25]3)[O:15][N:14]=2)=[CH:11][CH:12]=1)([CH3:4])([CH3:3])[CH3:2]. The catalyst class is: 7.